Predict the reaction yield, written as a fraction of the theoretical maximum amount of product (1.0 means a 100% yield; for example, 0.34 means a 34% yield). From a dataset of Reaction yield outcomes from USPTO patents with 853,638 reactions. (1) The reactants are [C:1]([O:5][C:6](=[O:22])[NH:7][CH2:8][CH2:9][C:10]1[C:18]2[C:13](=[CH:14][C:15]([N+:19]([O-])=O)=[CH:16][CH:17]=2)[NH:12][CH:11]=1)([CH3:4])([CH3:3])[CH3:2]. The catalyst is CCO.[Ni]. The product is [C:1]([O:5][C:6](=[O:22])[NH:7][CH2:8][CH2:9][C:10]1[C:18]2[C:13](=[CH:14][C:15]([NH2:19])=[CH:16][CH:17]=2)[NH:12][CH:11]=1)([CH3:4])([CH3:2])[CH3:3]. The yield is 0.670. (2) The yield is 0.700. The catalyst is CO. The reactants are [CH3:1][C:2]([O:8][C:9]1[CH:10]=[C:11]([C:15]2[CH:20]=[CH:19][CH:18]=[C:17]([O:21][CH2:22][CH2:23][C:24]3[N:25]=[C:26]([C:30]4[CH:35]=[CH:34][CH:33]=[CH:32][CH:31]=4)[O:27][C:28]=3[CH3:29])[CH:16]=2)[CH:12]=[CH:13][CH:14]=1)([CH3:7])[C:3]([O:5]C)=[O:4].O.C(=O)([O-])[O-].[K+].[K+].Cl. The product is [CH3:7][C:2]([O:8][C:9]1[CH:10]=[C:11]([C:15]2[CH:20]=[CH:19][CH:18]=[C:17]([O:21][CH2:22][CH2:23][C:24]3[N:25]=[C:26]([C:30]4[CH:35]=[CH:34][CH:33]=[CH:32][CH:31]=4)[O:27][C:28]=3[CH3:29])[CH:16]=2)[CH:12]=[CH:13][CH:14]=1)([CH3:1])[C:3]([OH:5])=[O:4]. (3) The reactants are [NH2:1][C:2]1[N:7]=[CH:6][N:5]=[C:4]2[N:8]([CH2:19][C:20]3[N:21]([C:32]4[CH:37]=[CH:36][CH:35]=[CH:34][C:33]=4[CH3:38])[C:22](=[O:31])[C:23]4[C:28]([CH:29]=3)=[CH:27][CH:26]=[CH:25][C:24]=4[CH3:30])[N:9]=[C:10]([C:11]3[CH:16]=[CH:15][CH:14]=[C:13]([O:17]C)[CH:12]=3)[C:3]=12.B(Br)(Br)Br. The catalyst is C(Cl)Cl. The product is [NH2:1][C:2]1[N:7]=[CH:6][N:5]=[C:4]2[N:8]([CH2:19][C:20]3[N:21]([C:32]4[CH:37]=[CH:36][CH:35]=[CH:34][C:33]=4[CH3:38])[C:22](=[O:31])[C:23]4[C:28]([CH:29]=3)=[CH:27][CH:26]=[CH:25][C:24]=4[CH3:30])[N:9]=[C:10]([C:11]3[CH:16]=[CH:15][CH:14]=[C:13]([OH:17])[CH:12]=3)[C:3]=12. The yield is 0.910. (4) The reactants are [CH:1]1([S:4]([O:7][CH2:8][CH2:9][CH2:10][CH3:11])(=[O:6])=[O:5])[CH2:3][CH2:2]1.[CH2:12]([Li])[CH2:13][CH2:14]C.C(I)C=C. The catalyst is C1COCC1. The product is [CH2:14]([C:1]1([S:4]([O:7][CH2:8][CH2:9][CH2:10][CH3:11])(=[O:6])=[O:5])[CH2:3][CH2:2]1)[CH:13]=[CH2:12]. The yield is 0.690. (5) The reactants are C([O:3][C:4](=[O:35])[CH2:5][CH:6]([C:29]1[CH:34]=[CH:33][CH:32]=[CH:31][CH:30]=1)[N:7]1[C:15]2[C:10](=[CH:11][C:12]([O:16][CH2:17][CH2:18][C:19]3[CH:28]=[CH:27][C:26]4[CH2:25][CH2:24][CH2:23][NH:22][C:21]=4[N:20]=3)=[CH:13][CH:14]=2)[CH:9]=[CH:8]1)C.C1COCC1.CO.O.O.[OH-].[Li+].Cl. The catalyst is C(OCC)(=O)C. The product is [C:29]1([CH:6]([N:7]2[C:15]3[C:10](=[CH:11][C:12]([O:16][CH2:17][CH2:18][C:19]4[CH:28]=[CH:27][C:26]5[CH2:25][CH2:24][CH2:23][NH:22][C:21]=5[N:20]=4)=[CH:13][CH:14]=3)[CH:9]=[CH:8]2)[CH2:5][C:4]([OH:35])=[O:3])[CH:34]=[CH:33][CH:32]=[CH:31][CH:30]=1. The yield is 0.660. (6) The reactants are [N+:1]([C:4]1[CH:5]=[C:6]([C:14]([O:16][CH3:17])=[O:15])[C:7]2[CH2:8][CH2:9][CH2:10][CH2:11][C:12]=2[CH:13]=1)([O-])=O.[N+](C1C2CCCCC=2C(C(OC)=O)=CC=1)([O-])=O. The product is [NH2:1][C:4]1[CH:5]=[C:6]([C:14]([O:16][CH3:17])=[O:15])[C:7]2[CH2:8][CH2:9][CH2:10][CH2:11][C:12]=2[CH:13]=1. The yield is 0.390. The catalyst is CO. (7) The reactants are [H-].[Na+].[CH3:3][O:4][C:5](=[O:13])[C:6]1[CH:11]=[C:10](O)[CH:9]=[N:8][CH:7]=1.IC.CN(C)[CH:18]=[O:19]. The product is [CH3:3][O:4][C:5](=[O:13])[C:6]1[CH:11]=[CH:10][C:9]([O:19][CH3:18])=[N:8][CH:7]=1. The yield is 0.900. No catalyst specified.